This data is from Full USPTO retrosynthesis dataset with 1.9M reactions from patents (1976-2016). The task is: Predict the reactants needed to synthesize the given product. Given the product [N+:16]([C:8]1[CH:9]=[C:10]2[C:5]([CH2:4][CH2:3][NH:2][CH2:1]2)=[CH:6][CH:7]=1)([O-:18])=[O:17], predict the reactants needed to synthesize it. The reactants are: [CH2:1]1[C:10]2[C:5](=[CH:6][CH:7]=[CH:8][CH:9]=2)[CH2:4][CH2:3][NH:2]1.S(=O)(=O)(O)O.[N+:16]([O-])([O-:18])=[O:17].[K+].N.Cl.